From a dataset of Reaction yield outcomes from USPTO patents with 853,638 reactions. Predict the reaction yield, written as a fraction of the theoretical maximum amount of product (1.0 means a 100% yield; for example, 0.34 means a 34% yield). (1) The reactants are Cl[C:2]1[C:11]2[C:6](=[CH:7][C:8]([F:12])=[CH:9][CH:10]=2)[N:5]=[C:4]([C:13]([C:15]2[CH:20]=[CH:19][C:18]([F:21])=[CH:17][CH:16]=2)=[O:14])[N:3]=1.[CH3:22][C:23]1[NH:27][N:26]=[C:25]([NH2:28])[CH:24]=1.CCN(C(C)C)C(C)C.O. The catalyst is CN(C=O)C. The product is [F:12][C:8]1[CH:7]=[C:6]2[C:11]([C:2]([NH:28][C:25]3[CH:24]=[C:23]([CH3:22])[NH:27][N:26]=3)=[N:3][C:4]([C:13]([C:15]3[CH:20]=[CH:19][C:18]([F:21])=[CH:17][CH:16]=3)=[O:14])=[N:5]2)=[CH:10][CH:9]=1. The yield is 0.450. (2) The reactants are C(OC([N:8]1[CH:12]=[C:11](B2OC(C)(C)C(C)(C)O2)[CH:10]=[N:9]1)=O)(C)(C)C.Br[C:23]1[CH:24]=[N:25][C:26]([C:29]2[CH:30]=[C:31]([CH:33]=[CH:34][CH:35]=2)[NH2:32])=[N:27][CH:28]=1.C(=O)([O-])[O-].[K+].[K+].CCOCC. The catalyst is O1CCOCC1.O.Cl[Pd](Cl)([P](C1C=CC=CC=1)(C1C=CC=CC=1)C1C=CC=CC=1)[P](C1C=CC=CC=1)(C1C=CC=CC=1)C1C=CC=CC=1. The product is [NH:9]1[CH:10]=[C:11]([C:23]2[CH:28]=[N:27][C:26]([C:29]3[CH:30]=[C:31]([NH2:32])[CH:33]=[CH:34][CH:35]=3)=[N:25][CH:24]=2)[CH:12]=[N:8]1. The yield is 0.870. (3) The reactants are [C:1]1([S:11]([NH2:14])(=[O:13])=[O:12])[C:2]([S:7]([NH2:10])(=[O:9])=[O:8])=[CH:3][CH:4]=[CH:5][CH:6]=1.[O:15]1[C:19]2[CH:20]=[CH:21][CH:22]=[CH:23][C:18]=2[N:17]=[C:16]1[C:24]1[CH:32]=[CH:31][C:27]([C:28](O)=[O:29])=[CH:26][CH:25]=1.C(Cl)CCl. The catalyst is CN(C1C=CN=CC=1)C.CN(C=O)C. The product is [O:15]1[C:19]2[CH:20]=[CH:21][CH:22]=[CH:23][C:18]=2[N:17]=[C:16]1[C:24]1[CH:32]=[CH:31][C:27]([C:28]([NH:10][S:7]([C:2]2[CH:3]=[CH:4][CH:5]=[CH:6][C:1]=2[S:11](=[O:13])(=[O:12])[NH2:14])(=[O:9])=[O:8])=[O:29])=[CH:26][CH:25]=1. The yield is 0.420. (4) The product is [O:1]=[C:2]([C:19]1[CH:24]=[CH:23][CH:22]=[CH:21][CH:20]=1)[CH2:3][O:4][C:5]1[CH:18]=[CH:17][C:8]([CH2:9][CH:10]2[S:14][C:13](=[O:15])[NH:12][C:11]2=[O:16])=[CH:7][CH:6]=1. The catalyst is C(Cl)Cl. The reactants are [OH:1][CH:2]([C:19]1[CH:24]=[CH:23][CH:22]=[CH:21][CH:20]=1)[CH2:3][O:4][C:5]1[CH:18]=[CH:17][C:8]([CH2:9][CH:10]2[S:14][C:13](=[O:15])[NH:12][C:11]2=[O:16])=[CH:7][CH:6]=1.CS(C)=O.O=P12OP3(OP(OP(O3)(O1)=O)(=O)O2)=O.C(N(CC)CC)C. The yield is 0.400. (5) The reactants are [H-].[Na+].[CH2:3]([O:5][C:6]([C:8]1[NH:9][C:10]2[C:15]([C:16]=1[CH2:17][N:18]([CH2:25][C:26]1[CH:31]=[C:30]([C:32]([F:35])([F:34])[F:33])[CH:29]=[C:28]([C:36]([F:39])([F:38])[F:37])[CH:27]=1)[C:19]1[N:20]=[N:21][N:22]([CH3:24])[N:23]=1)=[CH:14][CH:13]=[CH:12][CH:11]=2)=[O:7])[CH3:4].Br[CH2:41][CH2:42][CH3:43]. The catalyst is CN(C=O)C. The product is [CH2:3]([O:5][C:6]([C:8]1[N:9]([CH2:41][CH2:42][CH3:43])[C:10]2[C:15]([C:16]=1[CH2:17][N:18]([CH2:25][C:26]1[CH:31]=[C:30]([C:32]([F:33])([F:34])[F:35])[CH:29]=[C:28]([C:36]([F:39])([F:38])[F:37])[CH:27]=1)[C:19]1[N:20]=[N:21][N:22]([CH3:24])[N:23]=1)=[CH:14][CH:13]=[CH:12][CH:11]=2)=[O:7])[CH3:4]. The yield is 0.380.